This data is from Catalyst prediction with 721,799 reactions and 888 catalyst types from USPTO. The task is: Predict which catalyst facilitates the given reaction. (1) Reactant: C(OC([NH:8][CH:9]1[CH2:14][CH2:13][CH:12]([C:15]([NH:17][C:18]2[CH:33]=[CH:32][C:31]([Cl:34])=[CH:30][C:19]=2[C:20]([NH:22][C:23]2[CH:28]=[CH:27][C:26]([Cl:29])=[CH:25][N:24]=2)=[O:21])=[O:16])[CH2:11][CH2:10]1)=O)(C)(C)C. Product: [NH2:8][CH:9]1[CH2:14][CH2:13][CH:12]([C:15]([NH:17][C:18]2[CH:33]=[CH:32][C:31]([Cl:34])=[CH:30][C:19]=2[C:20]([NH:22][C:23]2[CH:28]=[CH:27][C:26]([Cl:29])=[CH:25][N:24]=2)=[O:21])=[O:16])[CH2:11][CH2:10]1. The catalyst class is: 67. (2) Reactant: [NH2:1][C:2]1[CH:7]=[CH:6][C:5]([SH:8])=[CH:4][CH:3]=1.Cl[CH2:10][C:11]([NH:13][CH2:14][CH2:15][CH2:16][CH2:17][CH2:18][C:19]([NH:21][C:22]1[CH:31]=[CH:30][C:29]2[C:24](=[CH:25][CH:26]=[CH:27][CH:28]=2)[N:23]=1)=[O:20])=[O:12].C(N(CC)CC)C. Product: [NH2:1][C:2]1[CH:7]=[CH:6][C:5]([S:8][CH2:10][C:11]([NH:13][CH2:14][CH2:15][CH2:16][CH2:17][CH2:18][C:19]([NH:21][C:22]2[CH:31]=[CH:30][C:29]3[C:24](=[CH:25][CH:26]=[CH:27][CH:28]=3)[N:23]=2)=[O:20])=[O:12])=[CH:4][CH:3]=1. The catalyst class is: 1. (3) Reactant: [CH3:1][O:2][C:3](=[O:30])[CH2:4][CH:5]([N:9]1[C:13]2[CH:14]=[CH:15][CH:16]=[CH:17][C:12]=2[N:11]([CH2:18][C:19]2[C:20]3[C:27]([CH3:28])=[CH:26][CH:25]=[CH:24][C:21]=3[S:22][CH:23]=2)[C:10]1=[O:29])[CH2:6][CH2:7][OH:8].[Cr](O[Cr]([O-])(=O)=O)([O-])(=O)=[O:32].[NH+]1C=CC=CC=1.[NH+]1C=CC=CC=1.O. Product: [CH3:1][O:2][C:3](=[O:30])[CH2:4][CH:5]([N:9]1[C:13]2[CH:14]=[CH:15][CH:16]=[CH:17][C:12]=2[N:11]([CH2:18][C:19]2[C:20]3[C:27]([CH3:28])=[CH:26][CH:25]=[CH:24][C:21]=3[S:22][CH:23]=2)[C:10]1=[O:29])[CH2:6][C:7]([OH:32])=[O:8]. The catalyst class is: 3.